From a dataset of Full USPTO retrosynthesis dataset with 1.9M reactions from patents (1976-2016). Predict the reactants needed to synthesize the given product. The reactants are: [CH3:1][S:2](Cl)(=[O:4])=[O:3].[C:6]([O:10][C:11]([N:13]1[CH2:18][CH2:17][CH2:16][C@@H:15]([OH:19])[CH2:14]1)=[O:12])([CH3:9])([CH3:8])[CH3:7].C(N(CC)CC)C. Given the product [C:6]([O:10][C:11]([N:13]1[CH2:18][CH2:17][CH2:16][C@@H:15]([O:19][S:2]([CH3:1])(=[O:4])=[O:3])[CH2:14]1)=[O:12])([CH3:9])([CH3:7])[CH3:8], predict the reactants needed to synthesize it.